From a dataset of Peptide-MHC class I binding affinity with 185,985 pairs from IEDB/IMGT. Regression. Given a peptide amino acid sequence and an MHC pseudo amino acid sequence, predict their binding affinity value. This is MHC class I binding data. (1) The peptide sequence is AVINTTCNYGQ. The MHC is HLA-B07:02 with pseudo-sequence HLA-B07:02. The binding affinity (normalized) is 0. (2) The peptide sequence is AVFIHNFKRK. The MHC is HLA-B44:03 with pseudo-sequence HLA-B44:03. The binding affinity (normalized) is 0. (3) The peptide sequence is MSYVMCTGSF. The MHC is HLA-B51:01 with pseudo-sequence HLA-B51:01. The binding affinity (normalized) is 0.193. (4) The peptide sequence is MTACGRIVV. The MHC is HLA-A03:01 with pseudo-sequence HLA-A03:01. The binding affinity (normalized) is 0.0847. (5) The peptide sequence is MEITAEWLWR. The MHC is HLA-B40:01 with pseudo-sequence HLA-B40:01. The binding affinity (normalized) is 0.240. (6) The peptide sequence is RMYSPTSI. The MHC is HLA-A31:01 with pseudo-sequence HLA-A31:01. The binding affinity (normalized) is 0.278. (7) The peptide sequence is EPAQEEHDKYH. The MHC is Mamu-B03 with pseudo-sequence Mamu-B03. The binding affinity (normalized) is 0. (8) The peptide sequence is IGWHYRPL. The MHC is H-2-Db with pseudo-sequence H-2-Db. The binding affinity (normalized) is 0.144. (9) The peptide sequence is YTFEPHYFY. The MHC is HLA-A31:01 with pseudo-sequence HLA-A31:01. The binding affinity (normalized) is 0.400.